From a dataset of Forward reaction prediction with 1.9M reactions from USPTO patents (1976-2016). Predict the product of the given reaction. Given the reactants [O:1]=[C:2]1[CH2:8][CH2:7][CH2:6][N:5]([C:9]([O:11][CH2:12][C:13]2[CH:18]=[CH:17][CH:16]=[CH:15][CH:14]=2)=[O:10])[CH2:4][CH2:3]1.[BH4-].[Na+].Cl, predict the reaction product. The product is: [OH:1][CH:2]1[CH2:8][CH2:7][CH2:6][N:5]([C:9]([O:11][CH2:12][C:13]2[CH:18]=[CH:17][CH:16]=[CH:15][CH:14]=2)=[O:10])[CH2:4][CH2:3]1.